Binary Classification. Given a T-cell receptor sequence (or CDR3 region) and an epitope sequence, predict whether binding occurs between them. From a dataset of TCR-epitope binding with 47,182 pairs between 192 epitopes and 23,139 TCRs. (1) The epitope is RLRAEAQVK. The TCR CDR3 sequence is CASSQSTGRAGELFF. Result: 1 (the TCR binds to the epitope). (2) The epitope is FLNGSCGSV. The TCR CDR3 sequence is CATSSGDNEKLFF. Result: 1 (the TCR binds to the epitope). (3) The epitope is ILGLPTQTV. The TCR CDR3 sequence is CASSQDPVPTSGAGELFF. Result: 1 (the TCR binds to the epitope). (4) The epitope is NYSGVVTTVMF. The TCR CDR3 sequence is CASSSRDIPGGTEAFF. Result: 0 (the TCR does not bind to the epitope).